This data is from Full USPTO retrosynthesis dataset with 1.9M reactions from patents (1976-2016). The task is: Predict the reactants needed to synthesize the given product. (1) Given the product [Cl:20][C:17]1[CH:18]=[CH:19][C:14]([CH:7]([NH:6][C:4]([CH2:3][NH:2][C:25](=[O:26])[C:24]2[CH:28]=[CH:29][CH:30]=[CH:31][C:23]=2[C:22]([F:21])([F:32])[F:33])=[O:5])[C:8]2[CH:13]=[CH:12][CH:11]=[CH:10][CH:9]=2)=[CH:15][CH:16]=1, predict the reactants needed to synthesize it. The reactants are: Cl.[NH2:2][CH2:3][C:4]([NH:6][CH:7]([C:14]1[CH:19]=[CH:18][C:17]([Cl:20])=[CH:16][CH:15]=1)[C:8]1[CH:13]=[CH:12][CH:11]=[CH:10][CH:9]=1)=[O:5].[F:21][C:22]([F:33])([F:32])[C:23]1[CH:31]=[CH:30][CH:29]=[CH:28][C:24]=1[C:25](O)=[O:26]. (2) Given the product [CH2:1]([N:3]1[C:7]2=[N:8][CH:9]=[C:10]([C:20]([OH:22])=[O:21])[C:11]([NH:12][CH:13]3[CH2:18][CH2:17][CH2:16][CH:15]([OH:19])[CH2:14]3)=[C:6]2[CH:5]=[N:4]1)[CH3:2], predict the reactants needed to synthesize it. The reactants are: [CH2:1]([N:3]1[C:7]2=[N:8][CH:9]=[C:10]([C:20]([O:22]CC)=[O:21])[C:11]([NH:12][CH:13]3[CH2:18][CH2:17][CH2:16][CH:15]([OH:19])[CH2:14]3)=[C:6]2[CH:5]=[N:4]1)[CH3:2].[OH-].[Na+].Cl. (3) Given the product [CH:1]([N:4]1[CH2:13][CH2:12][C:11]2[N:10]=[C:9]([NH:14][C:15]([NH:17][C@@H:18]([C:20]3[CH:25]=[CH:24][CH:23]=[CH:22][CH:21]=3)[CH3:19])=[O:16])[CH:8]=[C:7]3[NH:26][N:27]=[C:5]1[C:6]=23)([CH3:2])[CH3:3], predict the reactants needed to synthesize it. The reactants are: [CH:1]([N:4]1[CH2:13][CH2:12][C:11]2[N:10]=[C:9]([NH:14][C:15]([NH:17][C@@H:18]([C:20]3[CH:25]=[CH:24][CH:23]=[CH:22][CH:21]=3)[CH3:19])=[O:16])[CH:8]=[C:7]3[N:26](C(C4C=CC=CC=4)(C4C=CC=CC=4)C4C=CC=CC=4)[N:27]=[C:5]1[C:6]=23)([CH3:3])[CH3:2].C([SiH](CC)CC)C. (4) Given the product [CH3:5][C:6]([CH3:32])([CH2:7][C:8]([N:37]1[CH2:38][CH2:39][N:34]([CH3:33])[CH2:35][CH2:36]1)=[O:10])[CH2:11][C:12]([NH:13][C:14]1[CH:19]=[CH:18][C:17]([O:20][C:21](=[O:30])[N:22]([CH3:29])[C:23]2[CH:24]=[CH:25][CH:26]=[CH:27][CH:28]=2)=[N:16][CH:15]=1)=[O:31], predict the reactants needed to synthesize it. The reactants are: S(Cl)(Cl)=O.[CH3:5][C:6]([CH3:32])([CH2:11][C:12](=[O:31])[NH:13][C:14]1[CH:15]=[N:16][C:17]([O:20][C:21](=[O:30])[N:22]([CH3:29])[C:23]2[CH:28]=[CH:27][CH:26]=[CH:25][CH:24]=2)=[CH:18][CH:19]=1)[CH2:7][C:8]([OH:10])=O.[CH3:33][N:34]1[CH2:39][CH2:38][NH:37][CH2:36][CH2:35]1. (5) Given the product [C:9]([O:8][C:3]1[CH:4]=[CH:5][CH:6]=[CH:7][C:2]=1[F:1])(=[O:11])[CH3:10], predict the reactants needed to synthesize it. The reactants are: [F:1][C:2]1[CH:7]=[CH:6][CH:5]=[CH:4][C:3]=1[OH:8].[C:9](O)(=[O:11])[CH3:10]. (6) Given the product [ClH:14].[O:1]1[CH2:6][CH2:5][O:4][C:3]2[CH:7]=[C:8]([C:11](=[O:13])[CH2:12][CH2:15][N:16]([CH3:18])[CH3:17])[CH:9]=[CH:10][C:2]1=2, predict the reactants needed to synthesize it. The reactants are: [O:1]1[CH2:6][CH2:5][O:4][C:3]2[CH:7]=[C:8]([C:11](=[O:13])[CH3:12])[CH:9]=[CH:10][C:2]1=2.[ClH:14].[CH3:15][NH:16][CH3:17].[CH2:18]=O.Cl. (7) Given the product [OH:16][C:15]1[N:2]2[N:1]=[CH:5][CH:4]=[C:3]2[N:6]=[C:8]([C:9]([O:11][CH2:12][CH3:13])=[O:10])[CH:14]=1, predict the reactants needed to synthesize it. The reactants are: [NH:1]1[CH:5]=[CH:4][C:3]([NH2:6])=[N:2]1.O=[C:8]([CH2:14][C:15]([O-])=[O:16])[C:9]([O:11][CH2:12][CH3:13])=[O:10].